From a dataset of Reaction yield outcomes from USPTO patents with 853,638 reactions. Predict the reaction yield, written as a fraction of the theoretical maximum amount of product (1.0 means a 100% yield; for example, 0.34 means a 34% yield). (1) The reactants are [F:1][C:2]1[CH:11]=[CH:10][C:5]([C:6]([O:8][CH3:9])=[O:7])=[CH:4][C:3]=1[OH:12].Br[CH2:14][C:15]1[CH:20]=[CH:19][C:18]([F:21])=[CH:17][CH:16]=1.C([O-])([O-])=O.[K+].[K+].C(O)C. The catalyst is O. The product is [F:1][C:2]1[CH:11]=[CH:10][C:5]([C:6]([O:8][CH3:9])=[O:7])=[CH:4][C:3]=1[O:12][CH2:14][C:15]1[CH:20]=[CH:19][C:18]([F:21])=[CH:17][CH:16]=1. The yield is 0.670. (2) The reactants are [CH2:1]([C:3]1[CH:4]=[C:5]2[C:9](=[CH:10][CH:11]=1)[N:8](S(C1C=CC=CC=1)(=O)=O)[CH2:7][CH2:6]2)[CH3:2].[OH-].[Na+]. The catalyst is Br. The product is [CH2:1]([C:3]1[CH:4]=[C:5]2[C:9](=[CH:10][CH:11]=1)[NH:8][CH2:7][CH2:6]2)[CH3:2]. The yield is 0.320. (3) The catalyst is C1COCC1. The reactants are [CH3:1][O:2][C:3]1[C:12]([NH:13][C:14]([O:16][CH2:17][CH:18]=[CH2:19])=[O:15])=[CH:11][CH:10]=[CH:9][C:4]=1[C:5]([O:7]C)=O.[Li+].C[Si]([N-][Si](C)(C)C)(C)C.[Cl:30][C:31]1[N:36]=[C:35]([CH3:37])[CH:34]=[CH:33][N:32]=1. The yield is 0.678. The product is [Cl:30][C:31]1[N:36]=[C:35]([CH2:37][C:5]([C:4]2[C:3]([O:2][CH3:1])=[C:12]([NH:13][C:14](=[O:15])[O:16][CH2:17][CH:18]=[CH2:19])[CH:11]=[CH:10][CH:9]=2)=[O:7])[CH:34]=[CH:33][N:32]=1. (4) The reactants are [Cl:1][C:2]1[N:3]=[C:4]([N:11]2[CH2:16][CH2:15][N:14]3[C:17]([CH2:20][NH:21][C:22](=[O:28])[O:23][C:24]([CH3:27])([CH3:26])[CH3:25])=[N:18][CH:19]=[C:13]3[CH2:12]2)[C:5]2[O:10][CH:9]=[CH:8][C:6]=2[N:7]=1.Cl[C:30]1N=C(Cl)C2OC=CC=2N=1.[H-].[Na+].CI.[NH4+].[Cl-]. The catalyst is C1COCC1. The product is [Cl:1][C:2]1[N:3]=[C:4]([N:11]2[CH2:16][CH2:15][N:14]3[C:17]([CH2:20][N:21]([CH3:30])[C:22](=[O:28])[O:23][C:24]([CH3:25])([CH3:27])[CH3:26])=[N:18][CH:19]=[C:13]3[CH2:12]2)[C:5]2[O:10][CH:9]=[CH:8][C:6]=2[N:7]=1. The yield is 0.820. (5) The reactants are Br.[NH2:2][C:3]1[C:4]([OH:17])=[C:5]([C:9]2[O:13][C:12]([C:14]([OH:16])=[O:15])=[CH:11][CH:10]=2)[CH:6]=[CH:7][CH:8]=1.[N:18]([O-])=O.[Na+].[CH3:22][C:23]1[CH2:24][C:25](=[O:38])[N:26]([C:28]2[CH:37]=[CH:36][C:35]3[CH2:34][CH2:33][CH2:32][CH2:31][C:30]=3[CH:29]=2)[N:27]=1.C(=O)(O)[O-].[Na+]. The catalyst is Cl. The product is [OH:17][C:4]1[C:3]([NH:2]/[N:18]=[C:24]2/[C:23]([CH3:22])=[N:27][N:26]([C:28]3[CH:37]=[CH:36][C:35]4[CH2:34][CH2:33][CH2:32][CH2:31][C:30]=4[CH:29]=3)[C:25]/2=[O:38])=[CH:8][CH:7]=[CH:6][C:5]=1[C:9]1[O:13][C:12]([C:14]([OH:16])=[O:15])=[CH:11][CH:10]=1. The yield is 0.398. (6) The reactants are [CH3:1][N:2]1[CH:6]=[C:5]([N+:7]([O-])=O)[CH:4]=[C:3]1[C:10]([O:12][CH3:13])=[O:11].Cl.[H][H].[CH3:17][N:18]1[CH:22]=[C:21]([N+:23]([O-:25])=[O:24])[CH:20]=[C:19]1[C:26]([OH:28])=O.C(Cl)CCl.CCN(C(C)C)C(C)C. The catalyst is [Pd].CC(N(C)C)=O.C1COCC1. The product is [CH3:1][N:2]1[CH:6]=[C:5]([NH:7][C:26]([C:19]2[N:18]([CH3:17])[CH:22]=[C:21]([N+:23]([O-:25])=[O:24])[CH:20]=2)=[O:28])[CH:4]=[C:3]1[C:10]([O:12][CH3:13])=[O:11]. The yield is 0.750. (7) The reactants are Br[CH2:2][C:3]([C:5]1[C:6](=[O:16])[O:7][C:8]2[C:13]([CH:14]=1)=[CH:12][CH:11]=[CH:10][C:9]=2[Cl:15])=O.[CH3:17][C:18]1[CH:19]=[C:20]([NH:25][C:26]([NH2:28])=[S:27])[CH:21]=[C:22]([CH3:24])[CH:23]=1. The catalyst is C(O)C. The product is [Cl:15][C:9]1[CH:10]=[CH:11][CH:12]=[C:13]2[C:8]=1[O:7][C:6](=[O:16])[C:5]([C:3]1[N:28]=[C:26]([NH:25][C:20]3[CH:19]=[C:18]([CH3:17])[CH:23]=[C:22]([CH3:24])[CH:21]=3)[S:27][CH:2]=1)=[CH:14]2. The yield is 0.780.